Dataset: Forward reaction prediction with 1.9M reactions from USPTO patents (1976-2016). Task: Predict the product of the given reaction. (1) The product is: [CH3:15][C:14]1[CH:13]=[C:12]([CH3:16])[NH:11][C:10](=[O:17])[C:9]=1[CH2:8][NH:7][C:5](=[O:6])[C:4]1[CH:18]=[C:19]([N:21]2[CH2:26][CH2:25][CH2:24][CH2:23][CH2:22]2)[N:20]=[C:2]([C:41]2[CH:40]=[CH:5][C:4]([CH:30]=[O:33])=[CH:3][CH:2]=2)[CH:3]=1. Given the reactants Cl[C:2]1[CH:3]=[C:4]([CH:18]=[C:19]([N:21]2[CH2:26][CH2:25][CH2:24][CH2:23][CH2:22]2)[N:20]=1)[C:5]([NH:7][CH2:8][C:9]1[C:10](=[O:17])[NH:11][C:12]([CH3:16])=[CH:13][C:14]=1[CH3:15])=[O:6].B(O)O.[C:30]([O-:33])([O-])=O.[Na+].[Na+].O1[CH2:41][CH2:40]OCC1.O, predict the reaction product. (2) Given the reactants [CH3:1][CH:2]1[N:15]2[C:6]([CH2:7][O:8][C:9]3[C:14]2=[CH:13][C:12](B2OC(C)(C)C(C)(C)O2)=[C:11]([C:25]([F:28])([F:27])[F:26])[CH:10]=3)=[N:5][N:4]([CH2:29][O:30][CH2:31][CH2:32][Si:33]([CH3:36])([CH3:35])[CH3:34])[C:3]1=[O:37].CC(O)=[O:40].OO, predict the reaction product. The product is: [OH:40][C:12]1[CH:13]=[C:14]2[C:9](=[CH:10][C:11]=1[C:25]([F:28])([F:26])[F:27])[O:8][CH2:7][C:6]1[N:15]2[CH:2]([CH3:1])[C:3](=[O:37])[N:4]([CH2:29][O:30][CH2:31][CH2:32][Si:33]([CH3:34])([CH3:35])[CH3:36])[N:5]=1. (3) Given the reactants [C:1]([OH:5])([CH3:4])([CH3:3])[CH3:2].Cl[S:7]([N:10]=[C:11]=[O:12])(=[O:9])=[O:8].[NH2:13][C:14]1[CH:19]=[CH:18][C:17](/[CH:20]=[CH:21]/[S:22]([N:25]2[CH2:46][CH2:45][C:28]3([N:32]=[C:31]([C:33]4[CH:38]=[CH:37][CH:36]=[C:35]([O:39][C:40]([F:43])([F:42])[F:41])[CH:34]=4)[NH:30][C:29]3=[O:44])[CH2:27][CH2:26]2)(=[O:24])=[O:23])=[C:16]([CH3:47])[CH:15]=1.C(N(CC)CC)C, predict the reaction product. The product is: [C:1]([O:5][C:11]([NH:10][S:7]([NH:13][C:14]1[CH:19]=[CH:18][C:17](/[CH:20]=[CH:21]/[S:22]([N:25]2[CH2:26][CH2:27][C:28]3([N:32]=[C:31]([C:33]4[CH:38]=[CH:37][CH:36]=[C:35]([O:39][C:40]([F:41])([F:43])[F:42])[CH:34]=4)[NH:30][C:29]3=[O:44])[CH2:45][CH2:46]2)(=[O:23])=[O:24])=[C:16]([CH3:47])[CH:15]=1)(=[O:9])=[O:8])=[O:12])([CH3:4])([CH3:3])[CH3:2]. (4) Given the reactants [CH3:1][N:2]1[C:10]2[C@@:9]3([CH3:14])[C:11]([CH3:13])([CH3:12])[C@H:6]([CH2:7][CH2:8]3)[C:5]=2[C:4](=[O:15])[NH:3]1.Br[CH2:17][C:18]1[C:19]([C:42]([F:45])([F:44])[F:43])=[N:20][N:21]([C:23]([C:36]2[CH:41]=[CH:40][CH:39]=[CH:38][CH:37]=2)([C:30]2[CH:35]=[CH:34][CH:33]=[CH:32][CH:31]=2)[C:24]2[CH:29]=[CH:28][CH:27]=[CH:26][CH:25]=2)[CH:22]=1, predict the reaction product. The product is: [CH3:1][N:2]1[C:10]2[C@@:9]3([CH3:14])[C:11]([CH3:12])([CH3:13])[C@H:6]([CH2:7][CH2:8]3)[C:5]=2[C:4](=[O:15])[N:3]1[CH2:17][C:18]1[C:19]([C:42]([F:45])([F:43])[F:44])=[N:20][N:21]([C:23]([C:36]2[CH:37]=[CH:38][CH:39]=[CH:40][CH:41]=2)([C:30]2[CH:35]=[CH:34][CH:33]=[CH:32][CH:31]=2)[C:24]2[CH:29]=[CH:28][CH:27]=[CH:26][CH:25]=2)[CH:22]=1.